This data is from Forward reaction prediction with 1.9M reactions from USPTO patents (1976-2016). The task is: Predict the product of the given reaction. (1) Given the reactants [NH2:1][C:2]1[O:3][C@H:4]2[C@@H:6]([C@:7]([C:12]3[CH:13]=[C:14]([NH:19][C:20](=[O:30])[C:21]4[C:26]([CH2:27]O)=[CH:25][C:24]([Cl:29])=[CH:23][N:22]=4)[CH:15]=[CH:16][C:17]=3[F:18])([CH:9]([F:11])[F:10])[N:8]=1)[CH2:5]2.COCCN(S(F)(F)F)CCOC.C(=O)(O)[O-], predict the reaction product. The product is: [NH2:1][C:2]1[O:3][C@H:4]2[C@@H:6]([C@:7]([C:12]3[CH:13]=[C:14]([N:19]4[CH2:27][C:26]5[C:21](=[N:22][CH:23]=[C:24]([Cl:29])[CH:25]=5)[C:20]4=[O:30])[CH:15]=[CH:16][C:17]=3[F:18])([CH:9]([F:11])[F:10])[N:8]=1)[CH2:5]2. (2) The product is: [ClH:30].[NH:19]1[C:27]2=[N:26][CH:25]=[CH:24][CH:23]=[C:22]2[C:21]([CH:28]=[C:10]2[O:9][C:8]([NH:7][CH:1]3[CH2:2][CH2:3][CH2:4][CH2:5][CH2:6]3)=[C:12]([C:13]([O:15][CH2:16][CH3:17])=[O:14])[C:11]2=[O:18])=[CH:20]1. Given the reactants [CH:1]1([NH:7][C:8]2[O:9][CH2:10][C:11](=[O:18])[C:12]=2[C:13]([O:15][CH2:16][CH3:17])=[O:14])[CH2:6][CH2:5][CH2:4][CH2:3][CH2:2]1.[NH:19]1[C:27]2[C:22](=[CH:23][CH:24]=[CH:25][N:26]=2)[C:21]([CH:28]=O)=[CH:20]1.[ClH:30], predict the reaction product. (3) Given the reactants [O:1]=[C:2]1[C:7]([C:8]2[CH:13]=[CH:12][CH:11]=[CH:10][CH:9]=2)=[CH:6][NH:5][CH:4]=[C:3]1[C:14]([O:16][CH2:17][CH3:18])=[O:15].C(=O)([O-])[O-].[Cs+].[Cs+].CC1C=CC(S(O[CH2:36][CH2:37][F:38])(=O)=O)=CC=1.Cl, predict the reaction product. The product is: [F:38][CH2:37][CH2:36][N:5]1[CH:6]=[C:7]([C:8]2[CH:13]=[CH:12][CH:11]=[CH:10][CH:9]=2)[C:2](=[O:1])[C:3]([C:14]([O:16][CH2:17][CH3:18])=[O:15])=[CH:4]1. (4) Given the reactants [Cl:1][C:2]1[CH:3]=[C:4]2[C:9](=[CH:10][C:11]=1[C:12]([F:15])([F:14])[F:13])[C:8](=[O:16])[NH:7][CH2:6][CH2:5]2.Br[C:18]1[CH:19]=[N:20][CH:21]=[CH:22][C:23]=1[C:24]([F:27])([F:26])[F:25].P([O-])([O-])([O-])=O.[K+].[K+].[K+], predict the reaction product. The product is: [Cl:1][C:2]1[CH:3]=[C:4]2[C:9](=[CH:10][C:11]=1[C:12]([F:14])([F:13])[F:15])[C:8](=[O:16])[N:7]([C:18]1[CH:19]=[N:20][CH:21]=[CH:22][C:23]=1[C:24]([F:27])([F:26])[F:25])[CH2:6][CH2:5]2. (5) Given the reactants [C:1](OC)(=O)[CH:2]=[CH2:3].Cl.Cl.[NH:9]([C:11]1[CH:12]=[N:13][CH:14]=[CH:15][CH:16]=1)[NH2:10].[O-]CC.[Na+].P(Cl)(Cl)([Cl:23])=O.[OH-].[Na+], predict the reaction product. The product is: [Cl:23][C:1]1[CH2:2][CH2:3][N:9]([C:11]2[CH:12]=[N:13][CH:14]=[CH:15][CH:16]=2)[N:10]=1.